Dataset: Reaction yield outcomes from USPTO patents with 853,638 reactions. Task: Predict the reaction yield, written as a fraction of the theoretical maximum amount of product (1.0 means a 100% yield; for example, 0.34 means a 34% yield). The reactants are [C:1]([O:5][C:6]([N:8]1[CH2:13][CH2:12][CH:11]([O:14][C:15]2[CH:24]=[C:23]3[C:18]([CH:19]=[N:20][C:21]([NH:25][C:26]4[CH:31]=[CH:30][CH:29]=[C:28](I)[CH:27]=4)=[N:22]3)=[CH:17][C:16]=2[Br:33])[CH2:10][CH2:9]1)=[O:7])([CH3:4])([CH3:3])[CH3:2].C(=O)([O-])[O-].[Na+].[Na+]. The catalyst is COCCOC.C1C=CC(P(C2C=CC=CC=2)[C-]2C=CC=C2)=CC=1.C1C=CC(P(C2C=CC=CC=2)[C-]2C=CC=C2)=CC=1.Cl[Pd]Cl.[Fe+2]. The product is [Br:33][C:16]1[CH:17]=[C:18]2[C:23](=[CH:24][C:15]=1[O:14][CH:11]1[CH2:12][CH2:13][N:8]([C:6]([O:5][C:1]([CH3:4])([CH3:3])[CH3:2])=[O:7])[CH2:9][CH2:10]1)[N:22]=[C:21]([NH:25][C:26]1[CH:31]=[CH:30][CH:29]=[C:28]([C:10]3[CH:9]=[N:8][CH:13]=[CH:12][CH:11]=3)[CH:27]=1)[N:20]=[CH:19]2. The yield is 0.500.